The task is: Predict which catalyst facilitates the given reaction.. This data is from Catalyst prediction with 721,799 reactions and 888 catalyst types from USPTO. (1) Reactant: NC1C=C(C(O)=O)C(O)=CC=1.[OH:12][CH:13]1[O:32][C@H:31](CO)[C@@H:18]([O:19][C@@H]2O[C@H](CO)[C@H](O)[C@H](O)[C@H]2O)[C@H:16]([OH:17])[C@H:14]1[OH:15].C([O-])(=O)CCCCCCCCCCCCCCCCC.[Mg+2].C([O-])(=O)CCCCCCCCCCCCCCCCC. Product: [CH2:31]([OH:32])[CH:18]([OH:19])[CH:16]([OH:17])[CH:14]([OH:15])[CH:13]=[O:12]. The catalyst class is: 8. (2) Reactant: O=[C:2]([CH:8]1[CH2:16][CH2:15][C:14]2[C:10](=[CH:11][N:12](C(C3C=CC=CC=3)(C3C=CC=CC=3)C3C=CC=CC=3)[N:13]=2)[C:9]1=O)[C:3]([O:5][CH2:6][CH3:7])=[O:4].Cl.[CH3:38][O:39][C:40]1[CH:45]=[CH:44][C:43]([NH:46][NH2:47])=[CH:42][CH:41]=1. Product: [CH3:38][O:39][C:40]1[CH:45]=[CH:44][C:43]([N:46]2[C:9]3[C:10]4[CH:11]=[N:12][NH:13][C:14]=4[CH2:15][CH2:16][C:8]=3[C:2]([C:3]([O:5][CH2:6][CH3:7])=[O:4])=[N:47]2)=[CH:42][CH:41]=1. The catalyst class is: 15. (3) Reactant: [Br:1][C:2]1[N:3]=[C:4]([Br:11])[C:5]2[N:6]([CH:8]=[CH:9][N:10]=2)[CH:7]=1.[I:12]N1C(=O)CCC1=O. Product: [Br:1][C:2]1[N:3]=[C:4]([Br:11])[C:5]2[N:6]([C:8]([I:12])=[CH:9][N:10]=2)[CH:7]=1. The catalyst class is: 9. (4) Reactant: CC1(C)C(C)(C)OB([C:9]2[CH:10]=[C:11]3[C:17]([NH:18][C:19]([C:21]4[CH:22]=[N:23][N:24]([CH2:26][C:27]5[CH:32]=[CH:31][CH:30]=[CH:29][CH:28]=5)[CH:25]=4)=[O:20])=[CH:16][N:15](S(C4C=CC(C)=CC=4)(=O)=O)[C:12]3=[N:13][CH:14]=2)O1.Br[C:45]1[CH:46]=[N:47][N:48]([CH2:50][CH2:51][N:52]([CH2:55][CH3:56])[CH2:53][CH3:54])[CH:49]=1.C([O-])([O-])=O.[K+].[K+]. Product: [CH2:53]([N:52]([CH2:55][CH3:56])[CH2:51][CH2:50][N:48]1[CH:49]=[C:45]([C:9]2[CH:10]=[C:11]3[C:17]([NH:18][C:19]([C:21]4[CH:22]=[N:23][N:24]([CH2:26][C:27]5[CH:32]=[CH:31][CH:30]=[CH:29][CH:28]=5)[CH:25]=4)=[O:20])=[CH:16][NH:15][C:12]3=[N:13][CH:14]=2)[CH:46]=[N:47]1)[CH3:54]. The catalyst class is: 5.